This data is from Reaction yield outcomes from USPTO patents with 853,638 reactions. The task is: Predict the reaction yield, written as a fraction of the theoretical maximum amount of product (1.0 means a 100% yield; for example, 0.34 means a 34% yield). The reactants are [CH3:1][C:2]1[O:6][N:5]=[C:4]([C:7]2[CH:12]=[CH:11][CH:10]=[CH:9][CH:8]=2)[C:3]=1[CH2:13][O:14][C:15]1[CH:23]=[CH:22][C:18]([C:19]([OH:21])=O)=[CH:17][N:16]=1.Cl.[CH3:25][O:26][CH:27]1[CH2:30][NH:29][CH2:28]1. No catalyst specified. The product is [CH3:25][O:26][CH:27]1[CH2:30][N:29]([C:19]([C:18]2[CH:17]=[N:16][C:15]([O:14][CH2:13][C:3]3[C:4]([C:7]4[CH:8]=[CH:9][CH:10]=[CH:11][CH:12]=4)=[N:5][O:6][C:2]=3[CH3:1])=[CH:23][CH:22]=2)=[O:21])[CH2:28]1. The yield is 0.610.